Dataset: Forward reaction prediction with 1.9M reactions from USPTO patents (1976-2016). Task: Predict the product of the given reaction. (1) Given the reactants I[C:2]1[CH:3]=[C:4]([C@H:8]2[C:17]3[C:12](=[CH:13][C:14]([O:18][CH2:19][CH2:20][CH2:21][N:22]4[CH2:27][CH2:26][CH2:25][CH2:24][CH2:23]4)=[CH:15][CH:16]=3)[C@@H:11]3[CH2:28][CH2:29][CH2:30][N:10]3[CH2:9]2)[CH:5]=[CH:6][CH:7]=1.[CH3:31][Si:32]([C:35]#[CH:36])([CH3:34])[CH3:33].C1C=CC(P(C2C=CC=CC=2)C2C=CC=CC=2)=CC=1.N(CC)CC, predict the reaction product. The product is: [N:22]1([CH2:21][CH2:20][CH2:19][O:18][C:14]2[CH:13]=[C:12]3[C:17]([C@H:8]([C:4]4[CH:5]=[CH:6][CH:7]=[C:2]([C:36]#[C:35][Si:32]([CH3:34])([CH3:33])[CH3:31])[CH:3]=4)[CH2:9][N:10]4[CH2:30][CH2:29][CH2:28][C@H:11]43)=[CH:16][CH:15]=2)[CH2:27][CH2:26][CH2:25][CH2:24][CH2:23]1. (2) Given the reactants [Cl:1][C:2]1[CH:7]=[CH:6][C:5](I)=[C:4]([C:9]([F:12])([F:11])[F:10])[CH:3]=1.[CH3:13][N:14](C)C=O, predict the reaction product. The product is: [Cl:1][C:2]1[CH:7]=[CH:6][C:5]([C:13]#[N:14])=[C:4]([C:9]([F:12])([F:11])[F:10])[CH:3]=1. (3) Given the reactants [Br:1][C:2]1[CH:3]=[N:4][CH:5]=[C:6]([N+:9]([O-:11])=[O:10])[C:7]=1O.C(N(CC)C1C=CC=CC=1)C.P(Cl)(Cl)([Cl:25])=O, predict the reaction product. The product is: [Br:1][C:2]1[CH:3]=[N:4][CH:5]=[C:6]([N+:9]([O-:11])=[O:10])[C:7]=1[Cl:25]. (4) Given the reactants [C:1]([NH:9][C:10]1[N:18]=[CH:17][N:16]=[C:15]2[C:11]=1[N:12]=[CH:13][N:14]2[CH2:19][C@@H:20]([C@H:46]([OH:48])[CH3:47])[CH2:21][O:22][C:23]([C:38]1[CH:43]=[CH:42][C:41]([O:44][CH3:45])=[CH:40][CH:39]=1)([C:30]1[CH:35]=[CH:34][C:33]([O:36][CH3:37])=[CH:32][CH:31]=1)[C:24]1[CH:29]=[CH:28][CH:27]=[CH:26][CH:25]=1)(=[O:8])[C:2]1[CH:7]=[CH:6][CH:5]=[CH:4][CH:3]=1.N1[C-]=NN=N1.C([NH2+]C(C)C)(C)C.[CH:61]([N:64]([CH:78]([CH3:80])[CH3:79])[P:65](N(C(C)C)C(C)C)[O:66][CH2:67][CH2:68][C:69]#[N:70])([CH3:63])[CH3:62], predict the reaction product. The product is: [CH:78]([N:64]([CH:61]([CH3:63])[CH3:62])[P:65]([O:66][CH2:67][CH2:68][C:69]#[N:70])[O:48][C@H:46]([CH3:47])[C@H:20]([CH2:19][N:14]1[CH:13]=[N:12][C:11]2[C:15]1=[N:16][CH:17]=[N:18][C:10]=2[NH:9][C:1](=[O:8])[C:2]1[CH:7]=[CH:6][CH:5]=[CH:4][CH:3]=1)[CH2:21][O:22][C:23]([C:38]1[CH:39]=[CH:40][C:41]([O:44][CH3:45])=[CH:42][CH:43]=1)([C:30]1[CH:31]=[CH:32][C:33]([O:36][CH3:37])=[CH:34][CH:35]=1)[C:24]1[CH:29]=[CH:28][CH:27]=[CH:26][CH:25]=1)([CH3:80])[CH3:79]. (5) Given the reactants C(OC([N:11]1[CH2:16][CH2:15][CH:14]([C:17]2[S:18][C:19]([C:44]3[CH:49]=[CH:48][N:47]=[C:46]([NH:50][C:51]([O:53][C:54]([CH3:57])([CH3:56])[CH3:55])=[O:52])[CH:45]=3)=[C:20]([C:22]3[CH:27]=[CH:26][CH:25]=[C:24]([N:28]([S:32]([C:35]4[CH:40]=[C:39]([F:41])[CH:38]=[CH:37][C:36]=4[F:42])(=[O:34])=[O:33])[CH2:29][O:30][CH3:31])[C:23]=3[F:43])[N:21]=2)[CH2:13][CH2:12]1)=O)C1C=CC=CC=1.C([O-])=O.[NH4+], predict the reaction product. The product is: [C:54]([O:53][C:51](=[O:52])[NH:50][C:46]1[CH:45]=[C:44]([C:19]2[S:18][C:17]([CH:14]3[CH2:15][CH2:16][NH:11][CH2:12][CH2:13]3)=[N:21][C:20]=2[C:22]2[CH:27]=[CH:26][CH:25]=[C:24]([N:28]([S:32]([C:35]3[CH:40]=[C:39]([F:41])[CH:38]=[CH:37][C:36]=3[F:42])(=[O:33])=[O:34])[CH2:29][O:30][CH3:31])[C:23]=2[F:43])[CH:49]=[CH:48][N:47]=1)([CH3:57])([CH3:55])[CH3:56]. (6) Given the reactants Br[C:2]1[CH:3]=[C:4]([S:8]([NH:11][C:12]2[CH:21]=[CH:20][C:15]([C:16]([O:18][CH3:19])=[O:17])=[C:14]([OH:22])[CH:13]=2)(=[O:10])=[O:9])[CH:5]=[CH:6][CH:7]=1.[O:23]1[C:27]2[CH:28]=[CH:29][CH:30]=[CH:31][C:26]=2[CH:25]=[C:24]1B(O)O, predict the reaction product. The product is: [O:23]1[C:27]2[CH:28]=[CH:29][CH:30]=[CH:31][C:26]=2[CH:25]=[C:24]1[C:2]1[CH:3]=[C:4]([S:8]([NH:11][C:12]2[CH:21]=[CH:20][C:15]([C:16]([O:18][CH3:19])=[O:17])=[C:14]([OH:22])[CH:13]=2)(=[O:10])=[O:9])[CH:5]=[CH:6][CH:7]=1. (7) Given the reactants [C:1]([C:5]1[CH:6]=[CH:7][C:8]([O:15][C:16]2[C:25]3[C:20](=[CH:21][C:22]([O:28][CH3:29])=[C:23]([O:26][CH3:27])[CH:24]=3)[N:19]=[CH:18][CH:17]=2)=[C:9]([CH:11]([OH:14])[CH2:12][CH3:13])[CH:10]=1)([CH3:4])([CH3:3])[CH3:2].O, predict the reaction product. The product is: [C:1]([C:5]1[CH:6]=[CH:7][C:8]([O:15][C:16]2[C:25]3[C:20](=[CH:21][C:22]([O:28][CH3:29])=[C:23]([O:26][CH3:27])[CH:24]=3)[N:19]=[CH:18][CH:17]=2)=[C:9]([C:11](=[O:14])[CH2:12][CH3:13])[CH:10]=1)([CH3:2])([CH3:3])[CH3:4]. (8) Given the reactants Cl.[CH3:2][N:3]1[CH2:8][CH2:7][N:6]([CH2:9][C:10]2[CH:11]=[CH:12][C:13]([NH2:16])=[N:14][CH:15]=2)[CH2:5][CH2:4]1.CN(C(ON1N=NC2C=CC=CC1=2)=[N+](C)C)C.[B-](F)(F)(F)F.[CH3:39][C:40]1[C:41]([C:45]2[C:54]3[N:53]=[CH:52][CH:51]=[N:50][C:49]=3[C:48]([C:55](O)=[O:56])=[CH:47][CH:46]=2)=[CH:42][S:43][CH:44]=1.CC1C(B(O)O)=CSC=1, predict the reaction product. The product is: [CH3:2][N:3]1[CH2:8][CH2:7][N:6]([CH2:9][C:10]2[CH:11]=[CH:12][C:13]([NH:16][C:55]([C:48]3[C:49]4[N:50]=[CH:51][CH:52]=[N:53][C:54]=4[C:45]([C:41]4[C:40]([CH3:39])=[CH:44][S:43][CH:42]=4)=[CH:46][CH:47]=3)=[O:56])=[N:14][CH:15]=2)[CH2:5][CH2:4]1. (9) Given the reactants C([N:4]1[C:12]2[C:7](=[CH:8][CH:9]=[C:10]([Cl:13])[CH:11]=2)[C:6](=[C:14](OCC)[C:15]2[CH:20]=[CH:19][CH:18]=[CH:17][CH:16]=2)[C:5]1=[O:24])(=O)C.[CH3:25][N:26]([CH3:38])[C:27]([CH2:29][NH:30][C:31]1[CH:36]=[CH:35][C:34]([NH2:37])=[CH:33][CH:32]=1)=[O:28].O, predict the reaction product. The product is: [CH3:25][N:26]([CH3:38])[C:27]([CH2:29][NH:30][C:31]1[CH:36]=[CH:35][C:34]([NH:37]/[C:14](=[C:6]2\[C:5](=[O:24])[NH:4][C:12]3[C:7]\2=[CH:8][CH:9]=[C:10]([Cl:13])[CH:11]=3)/[C:15]2[CH:16]=[CH:17][CH:18]=[CH:19][CH:20]=2)=[CH:33][CH:32]=1)=[O:28].